From a dataset of Reaction yield outcomes from USPTO patents with 853,638 reactions. Predict the reaction yield, written as a fraction of the theoretical maximum amount of product (1.0 means a 100% yield; for example, 0.34 means a 34% yield). (1) The reactants are [ClH:1].[NH2:2][C:3]1[N:4]=[CH:5][C:6]([C:20]2[CH:25]=[CH:24][C:23]([S:26]([N:29]([CH:31]3[CH2:33][CH2:32]3)[CH3:30])(=[O:28])=[O:27])=[CH:22][CH:21]=2)=[N:7][C:8]=1[C:9]1[CH:10]=[C:11]2[C:16](=[CH:17][CH:18]=1)[C:15]([OH:19])=[N:14][CH:13]=[CH:12]2.COC(OC)N(C)C.[Br:42]N1C(=O)CCC1=O. The catalyst is CN(C=O)C. The product is [ClH:1].[NH2:2][C:3]1[N:4]=[CH:5][C:6]([C:20]2[CH:21]=[CH:22][C:23]([S:26]([N:29]([CH:31]3[CH2:32][CH2:33]3)[CH3:30])(=[O:27])=[O:28])=[CH:24][CH:25]=2)=[N:7][C:8]=1[C:9]1[CH:10]=[C:11]2[C:16](=[CH:17][CH:18]=1)[C:15]([OH:19])=[N:14][CH:13]=[C:12]2[Br:42]. The yield is 0.430. (2) The reactants are F[C:2]1[N:10]=[CH:9][CH:8]=[CH:7][C:3]=1[C:4]([OH:6])=O.[CH3:11][CH:12]([CH3:16])[CH2:13][CH2:14][OH:15].C[Si]([N-][Si](C)(C)C)(C)C.[K+].[CH3:27][O:28][C:29]1[CH:30]=[C:31]([CH2:37][CH2:38][NH:39][CH3:40])[CH:32]=[CH:33][C:34]=1[O:35][CH3:36].F[P-](F)(F)(F)(F)F.N1(OC(N(C)C)=[N+](C)C)C2N=CC=CC=2N=N1. The catalyst is CN(C)C=O. The product is [CH3:27][O:28][C:29]1[CH:30]=[C:31]([CH2:37][CH2:38][N:39]([CH3:40])[C:4](=[O:6])[C:3]2[CH:7]=[CH:8][CH:9]=[N:10][C:2]=2[O:15][CH2:14][CH2:13][CH:12]([CH3:16])[CH3:11])[CH:32]=[CH:33][C:34]=1[O:35][CH3:36]. The yield is 0.00650. (3) The reactants are Cl[C:2]1[CH:11]=[CH:10][CH:9]=[C:8]2[C:3]=1[CH:4]=[CH:5][C:6]([C:12]1[CH:17]=[C:16]([CH3:18])[CH:15]=[C:14]([CH3:19])[CH:13]=1)=[N:7]2.[CH:20]1([Mg]I)[CH2:24][CH2:23][CH2:22][CH2:21]1. The catalyst is C(OCC)C.Cl[Ni]Cl.C1(P(C2C=CC=CC=2)CCCP(C2C=CC=CC=2)C2C=CC=CC=2)C=CC=CC=1. The product is [CH:20]1([C:2]2[CH:11]=[CH:10][CH:9]=[C:8]3[C:3]=2[CH:4]=[CH:5][C:6]([C:12]2[CH:17]=[C:16]([CH3:18])[CH:15]=[C:14]([CH3:19])[CH:13]=2)=[N:7]3)[CH2:24][CH2:23][CH2:22][CH2:21]1. The yield is 0.760. (4) The reactants are [Cl:1][C:2]1[C:10]([C:11]([C:14]#[N:15])([CH3:13])[CH3:12])=[CH:9][CH:8]=[CH:7][C:3]=1[C:4]([OH:6])=O.C(Cl)(=O)C(Cl)=O.CN(C)C=O.[NH2:27][C:28]1[C:29]([F:53])=[CH:30][C:31]([Cl:52])=[C:32]([CH:51]=1)[O:33][C:34]1[CH:48]=[CH:47][C:37]2[N:38]=[C:39]([NH:41][C:42]([CH:44]3[CH2:46][CH2:45]3)=[O:43])[S:40][C:36]=2[C:35]=1[C:49]#[N:50]. The catalyst is O1CCCC1.C(OCC)(=O)C. The product is [Cl:1][C:2]1[C:10]([C:11]([C:14]#[N:15])([CH3:13])[CH3:12])=[CH:9][CH:8]=[CH:7][C:3]=1[C:4]([NH:27][C:28]1[CH:51]=[C:32]([O:33][C:34]2[CH:48]=[CH:47][C:37]3[N:38]=[C:39]([NH:41][C:42]([CH:44]4[CH2:46][CH2:45]4)=[O:43])[S:40][C:36]=3[C:35]=2[C:49]#[N:50])[C:31]([Cl:52])=[CH:30][C:29]=1[F:53])=[O:6]. The yield is 0.880.